From a dataset of Full USPTO retrosynthesis dataset with 1.9M reactions from patents (1976-2016). Predict the reactants needed to synthesize the given product. (1) The reactants are: [C:1]([O:5][C:6](=[O:22])[CH2:7][CH:8]([NH:15][C:16]([O:18][CH2:19][CH:20]=[CH2:21])=[O:17])[C:9](N(OC)C)=[O:10])([CH3:4])([CH3:3])[CH3:2].[H-].[Al+3].[Li+].[H-].[H-].[H-]. Given the product [C:1]([O:5][C:6](=[O:22])[CH2:7][CH:8]([NH:15][C:16]([O:18][CH2:19][CH:20]=[CH2:21])=[O:17])[CH:9]=[O:10])([CH3:2])([CH3:4])[CH3:3], predict the reactants needed to synthesize it. (2) Given the product [CH2:1]([NH:8][C:9]1[C:10]2[C:18]([OH:19])=[CH:17][C:16](=[O:20])[N:15]([OH:21])[C:11]=2[N:12]=[CH:13][N:14]=1)[C:2]1[CH:3]=[CH:4][CH:5]=[CH:6][CH:7]=1, predict the reactants needed to synthesize it. The reactants are: [CH2:1]([NH:8][C:9]1[C:10]2[C:18]([OH:19])=[CH:17][C:16](=[O:20])[N:15]([O:21]CC3C=CC=CC=3)[C:11]=2[N:12]=[CH:13][N:14]=1)[C:2]1[CH:7]=[CH:6][CH:5]=[CH:4][CH:3]=1.O1CCOCC1.[H][H]. (3) The reactants are: COC([CH:5]1[C:13](=[O:14])[CH2:12][C@H:11]2[N:7]([CH2:8][CH2:9][CH2:10]2)[C:6]1=[O:15])=O.C(=O)([O-])O.[Na+]. Given the product [CH2:10]1[C@@H:11]2[N:7]([C:6](=[O:15])[CH2:5][C:13](=[O:14])[CH2:12]2)[CH2:8][CH2:9]1, predict the reactants needed to synthesize it. (4) Given the product [F:15][C:11]1[C:10]([F:16])=[C:9]2[C:14]([C:6]([NH:5][C:3](=[O:4])[CH2:2][N:17]3[CH2:22][CH2:21][CH2:20][CH2:19][CH2:18]3)=[N:7][NH:8]2)=[CH:13][CH:12]=1, predict the reactants needed to synthesize it. The reactants are: Cl[CH2:2][C:3]([NH:5][C:6]1[C:14]2[C:9](=[C:10]([F:16])[C:11]([F:15])=[CH:12][CH:13]=2)[NH:8][N:7]=1)=[O:4].[NH:17]1[CH2:22][CH2:21][CH2:20][CH2:19][CH2:18]1. (5) Given the product [C:1]([N:5]=[CH:6][C:7]([CH3:13])([OH:12])[C:8]([CH3:11])([CH3:10])[CH3:9])([CH3:4])([CH3:3])[CH3:2], predict the reactants needed to synthesize it. The reactants are: [C:1]([N:5]=[CH:6][C:7](=[O:12])[C:8]([CH3:11])([CH3:10])[CH3:9])([CH3:4])([CH3:3])[CH3:2].[CH3:13][Li]. (6) Given the product [CH3:1][O:2][C:3](=[O:14])[C:4]1[CH:9]=[CH:8][C:7]([NH:16][CH2:18][CH:4]2[CH2:9][CH2:8][CH2:7][CH2:6][CH2:5]2)=[C:6]([N+:11]([O-:13])=[O:12])[CH:5]=1, predict the reactants needed to synthesize it. The reactants are: [CH3:1][O:2][C:3](=[O:14])[C:4]1[CH:9]=[CH:8][C:7](F)=[C:6]([N+:11]([O-:13])=[O:12])[CH:5]=1.C[N:16]([CH:18]=O)C.C(=O)([O-])[O-].[K+].[K+]. (7) Given the product [ClH:1].[Cl:1][C:2]1[N:3]=[CH:4][C:5]([CH2:8][C:9]([NH:17][CH2:16][C:15]2[CH:18]=[CH:19][CH:20]=[C:13]([F:12])[CH:14]=2)=[O:11])=[CH:6][CH:7]=1, predict the reactants needed to synthesize it. The reactants are: [Cl:1][C:2]1[CH:7]=[CH:6][C:5]([CH2:8][C:9]([OH:11])=O)=[CH:4][N:3]=1.[F:12][C:13]1[CH:14]=[C:15]([CH:18]=[CH:19][CH:20]=1)[CH2:16][NH2:17].C1CN([P+](ON2N=NC3C=CC=CC2=3)(N2CCCC2)N2CCCC2)CC1.F[P-](F)(F)(F)(F)F.CCN(C(C)C)C(C)C. (8) Given the product [Cl:1][C:2]1[C:3]([O:29][C:30]2[CH:35]=[CH:34][N:33]=[C:32]([NH:41][C:37](=[O:40])[CH2:38][CH3:39])[CH:31]=2)=[CH:4][C:5]([F:28])=[C:6]([NH:8][C:9]([C:11]2[C:12](=[O:27])[N:13]([C:20]3[CH:25]=[CH:24][C:23]([F:26])=[CH:22][CH:21]=3)[CH:14]=[CH:15][C:16]=2[O:17][CH2:18][CH3:19])=[O:10])[CH:7]=1, predict the reactants needed to synthesize it. The reactants are: [Cl:1][C:2]1[C:3]([O:29][C:30]2[CH:35]=[CH:34][N:33]=[C:32](Cl)[CH:31]=2)=[CH:4][C:5]([F:28])=[C:6]([NH:8][C:9]([C:11]2[C:12](=[O:27])[N:13]([C:20]3[CH:25]=[CH:24][C:23]([F:26])=[CH:22][CH:21]=3)[CH:14]=[CH:15][C:16]=2[O:17][CH2:18][CH3:19])=[O:10])[CH:7]=1.[C:37]([NH2:41])(=[O:40])[CH2:38][CH3:39].C([O-])([O-])=O.[Cs+].[Cs+].CC1(C)C2C(=C(P(C3C=CC=CC=3)C3C=CC=CC=3)C=CC=2)OC2C(P(C3C=CC=CC=3)C3C=CC=CC=3)=CC=CC1=2.